From a dataset of Full USPTO retrosynthesis dataset with 1.9M reactions from patents (1976-2016). Predict the reactants needed to synthesize the given product. (1) Given the product [CH3:8][C:6]1[CH:5]=[C:4]([CH:9]=[C:10]([C:14]2[CH:19]=[CH:18][C:17]([O:20][C:21]3[CH:22]=[CH:23][C:24]([CH:27]=[C:33]4[S:29][C:30](=[O:35])[NH:31][C:32]4=[O:34])=[CH:25][CH:26]=3)=[CH:16][CH:15]=2)[C:11]([OH:13])=[O:12])[CH:3]=[C:2]([CH3:1])[CH:7]=1, predict the reactants needed to synthesize it. The reactants are: [CH3:1][C:2]1[CH:3]=[C:4]([CH:9]=[C:10]([C:14]2[CH:19]=[CH:18][C:17]([O:20][C:21]3[CH:26]=[CH:25][C:24]([CH:27]=O)=[CH:23][CH:22]=3)=[CH:16][CH:15]=2)[C:11]([OH:13])=[O:12])[CH:5]=[C:6]([CH3:8])[CH:7]=1.[S:29]1[CH2:33][C:32](=[O:34])[NH:31][C:30]1=[O:35].C(O)(=O)C1C=CC=CC=1.N1CCCCC1. (2) Given the product [N:14](=[C:2]([C:3]([CH3:5])=[O:4])[C:1]([O:7][CH2:8][CH2:9][Si:10]([CH3:11])([CH3:13])[CH3:12])=[O:6])[OH:15], predict the reactants needed to synthesize it. The reactants are: [C:1]([O:7][CH2:8][CH2:9][Si:10]([CH3:13])([CH3:12])[CH3:11])(=[O:6])[CH2:2][C:3]([CH3:5])=[O:4].[N:14]([O-])=[O:15].[Na+]. (3) Given the product [Cl:1][C:2]1[CH:3]=[CH:4][C:5]([CH2:6][NH:7][C:8](=[O:30])[CH2:9][C@H:10]2[C:21](=[O:22])[O:20][CH2:19][C@@H:18]([C:23]3[CH:24]=[CH:25][CH:26]=[CH:27][CH:28]=3)[NH:17][C:16](=[O:29])[CH2:15][CH2:14][C@H:13]3[C@@H:12]([O:41]3)[CH2:11]2)=[CH:31][CH:32]=1, predict the reactants needed to synthesize it. The reactants are: [Cl:1][C:2]1[CH:32]=[CH:31][C:5]([CH2:6][NH:7][C:8](=[O:30])[CH2:9][C@H:10]2[C:21](=[O:22])[O:20][CH2:19][C@@H:18]([C:23]3[CH:28]=[CH:27][CH:26]=[CH:25][CH:24]=3)[NH:17][C:16](=[O:29])[CH2:15][CH2:14][CH:13]=[CH:12][CH2:11]2)=[CH:4][CH:3]=1.C1C=C(Cl)C=C(C(OO)=[O:41])C=1. (4) Given the product [CH:1]1([N:4]2[C:10]3[C:9](=[CH:14][C:13]([F:15])=[C:12]([F:16])[C:11]=3[O:17][CH2:18][F:19])[C:8](=[O:21])[NH:7][C:5]2=[O:6])[CH2:3][CH2:2]1, predict the reactants needed to synthesize it. The reactants are: [CH:1]1([NH:4][C:5]([NH:7][C:8](=[O:21])[C:9]2[CH:14]=[C:13]([F:15])[C:12]([F:16])=[C:11]([O:17][CH2:18][F:19])[C:10]=2F)=[O:6])[CH2:3][CH2:2]1.[H-].[Na+].[Cl-].[NH4+]. (5) The reactants are: Cl[C:2]1[C:11]([C:12]#[N:13])=[C:10]2[C:5]([CH2:6][CH:7]([C:18]3[CH:23]=[CH:22][C:21]([Cl:24])=[C:20]([Cl:25])[CH:19]=3)[C:8]3[CH:17]=[CH:16][CH:15]=[CH:14][C:9]=32)=[CH:4][N:3]=1.[CH3:26][N:27]1[CH2:31][CH2:30][CH2:29][CH:28]1[CH2:32][CH2:33][NH2:34]. Given the product [Cl:25][C:20]1[CH:19]=[C:18]([CH:7]2[CH2:6][C:5]3[C:10](=[C:11]([C:12]#[N:13])[C:2]([NH:34][CH2:33][CH2:32][CH:28]4[CH2:29][CH2:30][CH2:31][N:27]4[CH3:26])=[N:3][CH:4]=3)[C:9]3[CH:14]=[CH:15][CH:16]=[CH:17][C:8]2=3)[CH:23]=[CH:22][C:21]=1[Cl:24], predict the reactants needed to synthesize it.